From a dataset of Full USPTO retrosynthesis dataset with 1.9M reactions from patents (1976-2016). Predict the reactants needed to synthesize the given product. (1) Given the product [CH2:21]([O:20][C:18](=[O:19])[C@@H:15]1[CH2:16][CH2:17][C:13](=[O:12])[N:14]1[C:2]12[CH2:11][CH:6]3[CH2:7][CH:8]([CH2:10][CH:4]([CH2:5]3)[CH2:3]1)[CH2:9]2)[CH3:22], predict the reactants needed to synthesize it. The reactants are: Br[C:2]12[CH2:11][CH:6]3[CH2:7][CH:8]([CH2:10][CH:4]([CH2:5]3)[CH2:3]1)[CH2:9]2.[O:12]=[C:13]1[CH2:17][CH2:16][CH:15]([C:18]([O:20][CH2:21][CH3:22])=[O:19])[NH:14]1.CN1CCCC1=O. (2) Given the product [CH3:23][S:24]([NH:15][C:11]1[CH:10]=[C:9]([CH:14]=[CH:13][CH:12]=1)[CH2:8][NH:7][C:6](=[O:16])[O:5][C:1]([CH3:4])([CH3:2])[CH3:3])(=[O:26])=[O:25], predict the reactants needed to synthesize it. The reactants are: [C:1]([O:5][C:6](=[O:16])[NH:7][CH2:8][C:9]1[CH:14]=[CH:13][CH:12]=[C:11]([NH2:15])[CH:10]=1)([CH3:4])([CH3:3])[CH3:2].N1C=CC=CC=1.[CH3:23][S:24](Cl)(=[O:26])=[O:25].